This data is from Peptide-MHC class I binding affinity with 185,985 pairs from IEDB/IMGT. The task is: Regression. Given a peptide amino acid sequence and an MHC pseudo amino acid sequence, predict their binding affinity value. This is MHC class I binding data. (1) The peptide sequence is ALSYSTGA. The MHC is HLA-A02:01 with pseudo-sequence HLA-A02:01. The binding affinity (normalized) is 0. (2) The peptide sequence is IHDHGEQLF. The MHC is HLA-A11:01 with pseudo-sequence HLA-A11:01. The binding affinity (normalized) is 0.0847.